Dataset: Forward reaction prediction with 1.9M reactions from USPTO patents (1976-2016). Task: Predict the product of the given reaction. (1) Given the reactants [Br:1][C:2]1[CH:16]=[C:15]([CH2:17][CH2:18][C:19](=[O:35])[C:20]2[S:21][C:22]([C:25]3[CH:30]=[CH:29][C:28]([C:31]([F:34])([F:33])[F:32])=[CH:27][CH:26]=3)=[CH:23][CH:24]=2)[CH:14]=[CH:13][C:3]=1[O:4][CH2:5][C:6]([O:8]C(C)(C)C)=[O:7].FC(F)(F)C(O)=O, predict the reaction product. The product is: [Br:1][C:2]1[CH:16]=[C:15]([CH2:17][CH2:18][C:19](=[O:35])[C:20]2[S:21][C:22]([C:25]3[CH:26]=[CH:27][C:28]([C:31]([F:34])([F:33])[F:32])=[CH:29][CH:30]=3)=[CH:23][CH:24]=2)[CH:14]=[CH:13][C:3]=1[O:4][CH2:5][C:6]([OH:8])=[O:7]. (2) Given the reactants [CH2:1]([N:3]([C:18]1[CH:23]=[CH:22][C:21]([C:24]([O:26]C)=[O:25])=[CH:20][N:19]=1)[CH2:4][C:5]1[CH:10]=[CH:9][CH:8]=[CH:7][C:6]=1[O:11][C:12]1[CH:17]=[CH:16][CH:15]=[CH:14][CH:13]=1)[CH3:2].[OH-].[Na+], predict the reaction product. The product is: [CH2:1]([N:3]([C:18]1[CH:23]=[CH:22][C:21]([C:24]([OH:26])=[O:25])=[CH:20][N:19]=1)[CH2:4][C:5]1[CH:10]=[CH:9][CH:8]=[CH:7][C:6]=1[O:11][C:12]1[CH:17]=[CH:16][CH:15]=[CH:14][CH:13]=1)[CH3:2]. (3) Given the reactants [Br:1][C:2]1[C:7]([F:8])=[CH:6][C:5]([F:9])=[C:4]([N+:10]([O-])=O)[C:3]=1[F:13].C1CCCCC=1, predict the reaction product. The product is: [NH2:10][C:4]1[C:3]([F:13])=[C:2]([Br:1])[C:7]([F:8])=[CH:6][C:5]=1[F:9]. (4) Given the reactants [CH2:1]([O:8][C:9]1[CH:10]=[CH:11][C:12]([C@@H:20]([O:23][Si:24]([C:27]([CH3:30])([CH3:29])[CH3:28])([CH3:26])[CH3:25])[CH2:21]Br)=[C:13]2[C:18]=1[NH:17][C:16](=[O:19])[CH:15]=[CH:14]2)[C:2]1[CH:7]=[CH:6][CH:5]=[CH:4][CH:3]=1.[NH2:31][CH2:32][CH2:33][C:34]1[CH:39]=[CH:38][C:37]([OH:40])=[CH:36][CH:35]=1, predict the reaction product. The product is: [CH2:1]([O:8][C:9]1[CH:10]=[CH:11][C:12]([C@@H:20]([O:23][Si:24]([C:27]([CH3:30])([CH3:29])[CH3:28])([CH3:26])[CH3:25])[CH2:21][NH:31][CH2:32][CH2:33][C:34]2[CH:39]=[CH:38][C:37]([OH:40])=[CH:36][CH:35]=2)=[C:13]2[C:18]=1[NH:17][C:16](=[O:19])[CH:15]=[CH:14]2)[C:2]1[CH:7]=[CH:6][CH:5]=[CH:4][CH:3]=1. (5) The product is: [F:25][C:21]1[CH:20]=[C:19]2[C:24]([C:16]([C:14]3[CH:13]=[N:12][N:11]([CH:8]4[CH2:7][CH2:6][C:5](=[O:4])[CH2:10][CH2:9]4)[CH:15]=3)=[CH:17][N:18]2[S:26]([C:29]2[CH:30]=[CH:31][CH:32]=[CH:33][CH:34]=2)(=[O:28])=[O:27])=[CH:23][CH:22]=1. Given the reactants O1[C:5]2([CH2:10][CH2:9][CH:8]([N:11]3[CH:15]=[C:14]([C:16]4[C:24]5[C:19](=[CH:20][C:21]([F:25])=[CH:22][CH:23]=5)[N:18]([S:26]([C:29]5[CH:34]=[CH:33][CH:32]=[CH:31][CH:30]=5)(=[O:28])=[O:27])[CH:17]=4)[CH:13]=[N:12]3)[CH2:7][CH2:6]2)[O:4]CC1.Cl, predict the reaction product. (6) Given the reactants [CH3:1][C:2]1[S:6][C:5]([NH:7][C:8](=[O:31])[C:9]2[CH:14]=[CH:13][C:12]([O:15][C:16]3[CH:21]=[CH:20][N:19]=[C:18]4[NH:22][N:23]=[C:24]([CH:25]5[CH2:30][CH2:29][CH2:28][NH:27][CH2:26]5)[C:17]=34)=[CH:11][CH:10]=2)=[N:4][CH:3]=1.[CH:32]1([C:35](Cl)=[O:36])[CH2:34][CH2:33]1.C([O-])(O)=O.[Na+], predict the reaction product. The product is: [CH:32]1([C:35]([N:27]2[CH2:28][CH2:29][CH2:30][CH:25]([C:24]3[C:17]4[C:18](=[N:19][CH:20]=[CH:21][C:16]=4[O:15][C:12]4[CH:11]=[CH:10][C:9]([C:8]([NH:7][C:5]5[S:6][C:2]([CH3:1])=[CH:3][N:4]=5)=[O:31])=[CH:14][CH:13]=4)[NH:22][N:23]=3)[CH2:26]2)=[O:36])[CH2:34][CH2:33]1. (7) Given the reactants [OH:1][CH:2]1[C:11]2[C:6](=[CH:7][CH:8]=[C:9]([OH:12])[CH:10]=2)[CH2:5][N:4]([C:13]([O:15][C:16]([CH3:19])([CH3:18])[CH3:17])=[O:14])[CH2:3]1.Br[CH:21]([CH3:23])[CH3:22].C(=O)([O-])[O-].[K+].[K+].[I-].[Na+], predict the reaction product. The product is: [OH:1][CH:2]1[C:11]2[C:6](=[CH:7][CH:8]=[C:9]([O:12][CH:21]([CH3:23])[CH3:22])[CH:10]=2)[CH2:5][N:4]([C:13]([O:15][C:16]([CH3:19])([CH3:18])[CH3:17])=[O:14])[CH2:3]1. (8) The product is: [F:1][C:2]1[CH:3]=[C:4]2[N:10]([CH3:11])[N:9]=[C:8]([C:12]3[CH:17]=[CH:16][C:15]([O:18][C:26]4[N:25]([CH2:24][CH2:23][O:22][CH3:21])[C:29]5=[N:30][CH:31]=[CH:32][CH:33]=[C:28]5[N:27]=4)=[CH:14][CH:13]=3)[C:5]2=[N:6][CH:7]=1. Given the reactants [F:1][C:2]1[CH:3]=[C:4]2[N:10]([CH3:11])[N:9]=[C:8]([C:12]3[CH:17]=[CH:16][C:15]([OH:18])=[CH:14][CH:13]=3)[C:5]2=[N:6][CH:7]=1.[H-].[Na+].[CH3:21][O:22][CH2:23][CH2:24][N:25]1[C:29]2=[N:30][CH:31]=[CH:32][CH:33]=[C:28]2[N:27]=[C:26]1S(C)(=O)=O.O, predict the reaction product. (9) The product is: [F:29][C:2]([F:1])([O:7][C:8]1[CH:9]=[CH:10][C:11]([N:14]2[CH:18]=[N:17][C:16]([C:19]3[CH:20]=[CH:21][C:22]([C:23]([OH:25])=[O:24])=[CH:27][CH:28]=3)=[N:15]2)=[CH:12][CH:13]=1)[C:3]([F:6])([F:5])[F:4]. Given the reactants [F:1][C:2]([F:29])([O:7][C:8]1[CH:13]=[CH:12][C:11]([N:14]2[CH:18]=[N:17][C:16]([C:19]3[CH:28]=[CH:27][C:22]([C:23]([O:25]C)=[O:24])=[CH:21][CH:20]=3)=[N:15]2)=[CH:10][CH:9]=1)[C:3]([F:6])([F:5])[F:4].C1COCC1.O.[OH-].[Li+].Cl, predict the reaction product.